From a dataset of Reaction yield outcomes from USPTO patents with 853,638 reactions. Predict the reaction yield, written as a fraction of the theoretical maximum amount of product (1.0 means a 100% yield; for example, 0.34 means a 34% yield). (1) The reactants are [CH2:1]([O:3][C:4]1[C:9]2[NH:10][C:11](=[O:13])[O:12][C:8]=2[CH:7]=[C:6]([CH:14]=O)[CH:5]=1)[CH3:2].[C:16]1([C:22](=O)[CH2:23][C:24]2[CH:29]=[CH:28][CH:27]=[CH:26][CH:25]=2)[CH:21]=[CH:20][CH:19]=[CH:18][CH:17]=1.[NH2:31][C:32]([NH2:34])=[O:33].Cl. The catalyst is C(O)C. The product is [CH2:1]([O:3][C:4]1[C:9]2[NH:10][C:11](=[O:13])[O:12][C:8]=2[CH:7]=[C:6]([CH:14]2[C:23]([C:24]3[CH:29]=[CH:28][CH:27]=[CH:26][CH:25]=3)=[C:22]([C:16]3[CH:21]=[CH:20][CH:19]=[CH:18][CH:17]=3)[NH:34][C:32](=[O:33])[NH:31]2)[CH:5]=1)[CH3:2]. The yield is 0.220. (2) The reactants are [O:1]1[C:5]2[CH:6]=[CH:7][C:8]([C:10]3([C:13]([NH:15][C:16]4[CH:17]=[C:18]5[C:22](=[CH:23][C:24]=4[F:25])[NH:21][CH:20]([C:26]([CH3:29])([CH3:28])[CH3:27])[CH2:19]5)=[O:14])[CH2:12][CH2:11]3)=[CH:9][C:4]=2[O:3][CH2:2]1.[O:30]1[CH2:35][CH2:34][CH2:33][CH:32]([CH:36]=O)[CH2:31]1.[BH-](OC(C)=O)(OC(C)=O)OC(C)=O.[Na+]. The catalyst is ClCCl. The product is [O:1]1[C:5]2[CH:6]=[CH:7][C:8]([C:10]3([C:13]([NH:15][C:16]4[CH:17]=[C:18]5[C:22](=[CH:23][C:24]=4[F:25])[N:21]([CH2:36][CH:32]4[CH2:33][CH2:34][CH2:35][O:30][CH2:31]4)[CH:20]([C:26]([CH3:29])([CH3:28])[CH3:27])[CH2:19]5)=[O:14])[CH2:12][CH2:11]3)=[CH:9][C:4]=2[O:3][CH2:2]1. The yield is 0.500. (3) The reactants are [C:1]1([CH3:11])[CH:6]=[CH:5][C:4]([S:7](Cl)(=[O:9])=[O:8])=[CH:3][CH:2]=1.[N:12]1[CH:17]=[CH:16][CH:15]=[C:14](/[CH:18]=[CH:19]/[CH2:20][C@@H:21]([OH:23])[CH3:22])[CH:13]=1.C([O-])(O)=O.[Na+]. The catalyst is C(N(CC)CC)C. The product is [C:1]1([CH3:11])[CH:6]=[CH:5][C:4]([S:7]([O:23][C@H:21]([CH2:20]/[CH:19]=[CH:18]/[C:14]2[CH:13]=[N:12][CH:17]=[CH:16][CH:15]=2)[CH3:22])(=[O:9])=[O:8])=[CH:3][CH:2]=1. The yield is 0.686. (4) The reactants are [C:1]1([N:7]2[C:17]3[C:12](=[CH:13][CH:14]=[CH:15][CH:16]=3)[C:10](=O)[C:8]2=[O:9])[CH:6]=[CH:5][CH:4]=[CH:3][CH:2]=1.[NH2:18][C:19]1[CH:20]=[CH:21][C:22]([Cl:25])=[N:23][CH:24]=1. No catalyst specified. The product is [Cl:25][C:22]1[N:23]=[CH:24][C:19]([N:18]=[C:10]2[C:12]3[C:17](=[CH:16][CH:15]=[CH:14][CH:13]=3)[N:7]([C:1]3[CH:6]=[CH:5][CH:4]=[CH:3][CH:2]=3)[C:8]2=[O:9])=[CH:20][CH:21]=1. The yield is 0.590. (5) The reactants are [CH:1]([C:3]1[CH:8]=[CH:7][C:6]([C:9]#[C:10][C:11]2[CH:18]=[CH:17][C:14]([C:15]#[N:16])=[CH:13][CH:12]=2)=[CH:5][CH:4]=1)=O.[NH:19]1[CH2:24][CH2:23][O:22][CH2:21][CH2:20]1.C(O[BH-](OC(=O)C)OC(=O)C)(=O)C.[Na+]. The catalyst is C(Cl)(Cl)Cl. The product is [N:19]1([CH2:1][C:3]2[CH:8]=[CH:7][C:6]([C:9]#[C:10][C:11]3[CH:18]=[CH:17][C:14]([C:15]#[N:16])=[CH:13][CH:12]=3)=[CH:5][CH:4]=2)[CH2:24][CH2:23][O:22][CH2:21][CH2:20]1. The yield is 0.970. (6) The reactants are [F:1][C:2]1[C:11]([CH3:12])=[C:10]2[C:5]([CH:6]=[CH:7][C:8]([O:13][CH3:14])=[N:9]2)=[CH:4][CH:3]=1.[Br:15]N1C(=O)CCC1=O. The catalyst is FC(C1C=CC=CC=1)(F)F.[W].C(OOC(=O)C1C=CC=CC=1)(=O)C1C=CC=CC=1. The product is [Br:15][CH2:12][C:11]1[C:2]([F:1])=[CH:3][CH:4]=[C:5]2[C:10]=1[N:9]=[C:8]([O:13][CH3:14])[CH:7]=[CH:6]2. The yield is 0.990. (7) The reactants are [Br:1][C:2]1[CH:3]=[CH:4][C:5]([O:11][CH:12]([F:14])[F:13])=[C:6]([CH2:8][CH2:9]O)[CH:7]=1.CCN(S(F)(F)[F:21])CC. The catalyst is C(Cl)Cl. The product is [Br:1][C:2]1[CH:3]=[CH:4][C:5]([O:11][CH:12]([F:14])[F:13])=[C:6]([CH2:8][CH2:9][F:21])[CH:7]=1. The yield is 0.382. (8) The reactants are [Cl:1][C:2]1[CH:7]=[CH:6][C:5]([C@@:8]2(OC)[C@H:13]([OH:14])[C@@H:12]([OH:15])[C@H:11]([OH:16])[C@@H:10]([CH2:17][OH:18])[O:9]2)=[CH:4][C:3]=1[CH2:21][C:22]1[CH:27]=[CH:26][C:25]([O:28][CH2:29][CH3:30])=[CH:24][CH:23]=1.C([SiH](CC)CC)C.B(F)(F)F.CCOCC. The catalyst is ClCCl.C(#N)C. The product is [Cl:1][C:2]1[CH:7]=[CH:6][C:5]([C@H:8]2[C@H:13]([OH:14])[C@@H:12]([OH:15])[C@H:11]([OH:16])[C@@H:10]([CH2:17][OH:18])[O:9]2)=[CH:4][C:3]=1[CH2:21][C:22]1[CH:23]=[CH:24][C:25]([O:28][CH2:29][CH3:30])=[CH:26][CH:27]=1. The yield is 0.930. (9) The reactants are O=C1[N:6]([C:7]([O:9][C:10]([CH3:13])([CH3:12])[CH3:11])=[O:8])[CH:5]([CH2:14][C:15]2[CH:20]=[CH:19][CH:18]=[C:17]([O:21][C:22]([F:27])([F:26])[CH:23]([F:25])[F:24])[CH:16]=2)[CH:4]([C:28]2[N:29]=[C:30]([C:33]3[CH:38]=[CH:37][CH:36]=[CH:35][CH:34]=3)[S:31][CH:32]=2)[O:3]1.[OH-].[Na+]. The catalyst is CO.O. The product is [OH:3][CH:4]([C:28]1[N:29]=[C:30]([C:33]2[CH:34]=[CH:35][CH:36]=[CH:37][CH:38]=2)[S:31][CH:32]=1)[CH:5]([NH:6][C:7](=[O:8])[O:9][C:10]([CH3:13])([CH3:12])[CH3:11])[CH2:14][C:15]1[CH:20]=[CH:19][CH:18]=[C:17]([O:21][C:22]([F:26])([F:27])[CH:23]([F:24])[F:25])[CH:16]=1. The yield is 0.570. (10) The reactants are C[O:2][C:3](=[O:40])[CH:4]([NH:32][C:33]([O:35][C:36]([CH3:39])([CH3:38])[CH3:37])=[O:34])[CH2:5][S:6][C:7]1[CH:12]=[CH:11][C:10]([C:13]2[CH:18]=[CH:17][C:16]([C:19]3[C:24]4[O:25][C:26]5[CH:31]=[CH:30][CH:29]=[CH:28][C:27]=5[C:23]=4[CH:22]=[CH:21][CH:20]=3)=[CH:15][CH:14]=2)=[CH:9][CH:8]=1.[OH-].[K+].Cl. The catalyst is C1COCC1.CO.C(OCC)(=O)C. The product is [C:36]([O:35][C:33]([NH:32][CH:4]([CH2:5][S:6][C:7]1[CH:12]=[CH:11][C:10]([C:13]2[CH:18]=[CH:17][C:16]([C:19]3[C:24]4[O:25][C:26]5[CH:31]=[CH:30][CH:29]=[CH:28][C:27]=5[C:23]=4[CH:22]=[CH:21][CH:20]=3)=[CH:15][CH:14]=2)=[CH:9][CH:8]=1)[C:3]([OH:40])=[O:2])=[O:34])([CH3:39])([CH3:37])[CH3:38]. The yield is 0.750.